Predict which catalyst facilitates the given reaction. From a dataset of Catalyst prediction with 721,799 reactions and 888 catalyst types from USPTO. Reactant: C1C(=O)N([Br:8])C(=O)C1.[CH2:9]([CH:11]([CH2:29][CH2:30][CH2:31][CH3:32])[CH2:12][O:13][C:14]1[CH:19]=[CH:18][CH:17]=[CH:16][C:15]=1[O:20][CH2:21][CH:22]([CH2:27][CH3:28])[CH2:23][CH2:24][CH2:25][CH3:26])[CH3:10].CN(C=O)C. Product: [Br:8][C:18]1[CH:17]=[CH:16][C:15]([O:20][CH2:21][CH:22]([CH2:27][CH3:28])[CH2:23][CH2:24][CH2:25][CH3:26])=[C:14]([O:13][CH2:12][CH:11]([CH2:9][CH3:10])[CH2:29][CH2:30][CH2:31][CH3:32])[CH:19]=1. The catalyst class is: 6.